From a dataset of Full USPTO retrosynthesis dataset with 1.9M reactions from patents (1976-2016). Predict the reactants needed to synthesize the given product. (1) Given the product [Cl:16][C:12]1[CH:11]=[C:10]([C:8]2[S:7][C:6]3[C:17](=[O:18])[NH:1][C@H:2]([CH3:22])[CH2:3][NH:4][C:5]=3[CH:9]=2)[CH:15]=[CH:14][N:13]=1, predict the reactants needed to synthesize it. The reactants are: [NH2:1][C@H:2]([CH3:22])[CH2:3][NH:4][C:5]1[CH:9]=[C:8]([C:10]2[CH:15]=[CH:14][N:13]=[C:12]([Cl:16])[CH:11]=2)[S:7][C:6]=1[C:17](OCC)=[O:18].[O-]CC.[Na+]. (2) Given the product [CH3:1][C:2]1[CH:10]=[C:6]([C:7]([O:9][CH2:17][CH3:18])=[O:8])[C:5]([OH:11])=[CH:4][CH:3]=1, predict the reactants needed to synthesize it. The reactants are: [CH3:1][C:2]1[CH:10]=[C:6]([C:7]([OH:9])=[O:8])[C:5]([OH:11])=[CH:4][CH:3]=1.S(=O)(=O)(O)O.[CH2:17](O)[CH3:18].